The task is: Predict the reactants needed to synthesize the given product.. This data is from Full USPTO retrosynthesis dataset with 1.9M reactions from patents (1976-2016). (1) Given the product [ClH:40].[ClH:40].[C:1]([C:5]1[CH:9]=[C:8]([NH:10][C:11]([NH:13][C:14]2[CH:30]=[CH:29][C:17]([O:18][C:19]3[CH:24]=[CH:23][N:22]=[C:21]([C:25]([NH:27][CH3:28])=[O:26])[CH:20]=3)=[CH:16][C:15]=2[F:31])=[O:12])[N:7]([C:32]2[CH:37]=[CH:36][CH:35]=[C:34]([CH2:38][OH:39])[CH:33]=2)[N:6]=1)([CH3:4])([CH3:2])[CH3:3], predict the reactants needed to synthesize it. The reactants are: [C:1]([C:5]1[CH:9]=[C:8]([NH:10][C:11]([NH:13][C:14]2[CH:30]=[CH:29][C:17]([O:18][C:19]3[CH:24]=[CH:23][N:22]=[C:21]([C:25]([NH:27][CH3:28])=[O:26])[CH:20]=3)=[CH:16][C:15]=2[F:31])=[O:12])[N:7]([C:32]2[CH:37]=[CH:36][CH:35]=[C:34]([CH2:38][OH:39])[CH:33]=2)[N:6]=1)([CH3:4])([CH3:3])[CH3:2].[ClH:40]. (2) Given the product [OH:1][CH2:2][CH:3]1[CH2:12][N:7]2[CH2:8][CH2:9][N:10]([C:14]3[C:19]([Cl:20])=[CH:18][C:17]([Cl:21])=[CH:16][N:15]=3)[CH2:11][CH:6]2[CH2:5][CH2:4]1, predict the reactants needed to synthesize it. The reactants are: [OH:1][CH2:2][CH:3]1[CH2:12][N:7]2[CH2:8][CH2:9][NH:10][CH2:11][CH:6]2[CH2:5][CH2:4]1.Cl[C:14]1[C:19]([Cl:20])=[CH:18][C:17]([Cl:21])=[CH:16][N:15]=1.C(=O)([O-])[O-].[Na+].[Na+].